Dataset: Full USPTO retrosynthesis dataset with 1.9M reactions from patents (1976-2016). Task: Predict the reactants needed to synthesize the given product. (1) Given the product [CH3:23][N:24]([CH3:34])[C:25]1[CH:33]=[CH:32][C:28]([C:29]([NH:1][C:2]2[CH:3]=[C:4]3[C:8](=[CH:9][CH:10]=2)[N:7]([C:11]2[CH:12]=[CH:13][C:14]([N:17]4[CH2:22][CH2:21][O:20][CH2:19][CH2:18]4)=[CH:15][CH:16]=2)[CH:6]=[CH:5]3)=[O:30])=[CH:27][CH:26]=1, predict the reactants needed to synthesize it. The reactants are: [NH2:1][C:2]1[CH:3]=[C:4]2[C:8](=[CH:9][CH:10]=1)[N:7]([C:11]1[CH:16]=[CH:15][C:14]([N:17]3[CH2:22][CH2:21][O:20][CH2:19][CH2:18]3)=[CH:13][CH:12]=1)[CH:6]=[CH:5]2.[CH3:23][N:24]([CH3:34])[C:25]1[CH:33]=[CH:32][C:28]([C:29]([O-])=[O:30])=[CH:27][CH:26]=1. (2) The reactants are: F[C:2]1[CH:9]=[CH:8][C:5]([CH:6]=[O:7])=[CH:4][CH:3]=1.OC1C=C(C=CC=1)CO.[OH:19][C:20]1[CH:21]=[C:22]([CH:25]=[CH:26][CH:27]=1)[C:23]#[N:24].C1C(C#N)=CN=C(Cl)C=1. Given the product [CH:6]([C:5]1[CH:8]=[CH:9][C:2]([O:19][C:20]2[CH:21]=[C:22]([CH:25]=[CH:26][CH:27]=2)[C:23]#[N:24])=[CH:3][CH:4]=1)=[O:7], predict the reactants needed to synthesize it. (3) Given the product [Br:1][C:2]1[C:11]([F:12])=[C:10]2[C:5]([C:6]([N:18]3[CH2:17][CH2:16][N:15]([C:21]([O:23][C:24]([CH3:27])([CH3:26])[CH3:25])=[O:22])[CH2:20][CH2:19]3)=[N:7][CH:8]=[N:9]2)=[CH:4][C:3]=1[Cl:14], predict the reactants needed to synthesize it. The reactants are: [Br:1][C:2]1[C:11]([F:12])=[C:10]2[C:5]([C:6](Cl)=[N:7][CH:8]=[N:9]2)=[CH:4][C:3]=1[Cl:14].[N:15]1([C:21]([O:23][C:24]([CH3:27])([CH3:26])[CH3:25])=[O:22])[CH2:20][CH2:19][NH:18][CH2:17][CH2:16]1.CCN(C(C)C)C(C)C. (4) Given the product [Cl:11][C:12]1[CH:17]=[CH:16][CH:15]=[CH:14][C:13]=1[S:18]([NH:10][C:4]1[C:3]([O:2][CH3:1])=[N:8][C:7]([CH3:9])=[CH:6][N:5]=1)(=[O:20])=[O:19], predict the reactants needed to synthesize it. The reactants are: [CH3:1][O:2][C:3]1[C:4]([NH2:10])=[N:5][CH:6]=[C:7]([CH3:9])[N:8]=1.[Cl:11][C:12]1[CH:17]=[CH:16][CH:15]=[CH:14][C:13]=1[S:18](Cl)(=[O:20])=[O:19]. (5) Given the product [CH3:23][N:22]([CH3:24])[C:18]1[CH:17]=[C:16]([C:14]([N:10]2[CH2:11][CH2:12][CH2:13][CH:8]([C:3]3[CH:4]=[CH:5][CH:6]=[C:7]([CH3:26])[CH:2]=3)[CH2:9]2)=[O:15])[CH:21]=[CH:20][N:19]=1, predict the reactants needed to synthesize it. The reactants are: F[C:2]1[CH:7]=[CH:6][CH:5]=[CH:4][C:3]=1[CH:8]1[CH2:13][CH2:12][CH2:11][N:10]([C:14]([C:16]2[CH:21]=[CH:20][N:19]=[C:18]([N:22]([CH3:24])[CH3:23])[CH:17]=2)=[O:15])[CH2:9]1.Cl.[CH3:26]C1C=C(C2CCCNC2)C=CC=1.CN(C)C1C=C(C=CN=1)C(O)=O.